From a dataset of Full USPTO retrosynthesis dataset with 1.9M reactions from patents (1976-2016). Predict the reactants needed to synthesize the given product. (1) Given the product [Cl:28][C:29]1[CH:30]=[C:31]([CH:35]=[CH:36][CH:37]=1)[C:32]([N:19]1[CH2:20][CH2:21][C:16]2([O:15][C:14]3[C:24]4[C:10]([C:11](=[O:27])[C:12](=[O:26])[C:13]=3[S:23][CH2:22]2)=[CH:9][CH:8]=[C:7]([C:1]2[CH:2]=[CH:3][CH:4]=[CH:5][CH:6]=2)[CH:25]=4)[CH2:17][CH2:18]1)=[O:33], predict the reactants needed to synthesize it. The reactants are: [C:1]1([C:7]2[CH:25]=[C:24]3[C:10]([C:11](=[O:27])[C:12](=[O:26])[C:13]4[S:23][CH2:22][C:16]5([CH2:21][CH2:20][NH:19][CH2:18][CH2:17]5)[O:15][C:14]=43)=[CH:9][CH:8]=2)[CH:6]=[CH:5][CH:4]=[CH:3][CH:2]=1.[Cl:28][C:29]1[CH:30]=[C:31]([CH:35]=[CH:36][CH:37]=1)[C:32](Cl)=[O:33]. (2) Given the product [CH2:3]([C:5]1[CH:10]=[N:9][C:8]([N:11]2[CH2:16][CH2:15][CH:14]([CH2:17][CH2:18][CH2:19][N:20]([CH3:36])[C:21]3[N:22]=[CH:23][C:24]4[CH2:30][N:29]([S:31]([CH3:34])(=[O:32])=[O:33])[CH2:28][CH2:27][C:25]=4[N:26]=3)[CH2:13][CH2:12]2)=[N:7][CH:6]=1)[CH3:4], predict the reactants needed to synthesize it. The reactants are: [H-].[Na+].[CH2:3]([C:5]1[CH:6]=[N:7][C:8]([N:11]2[CH2:16][CH2:15][CH:14]([CH2:17][CH2:18][CH2:19][NH:20][C:21]3[N:22]=[CH:23][C:24]4[CH2:30][N:29]([S:31]([CH3:34])(=[O:33])=[O:32])[CH2:28][CH2:27][C:25]=4[N:26]=3)[CH2:13][CH2:12]2)=[N:9][CH:10]=1)[CH3:4].I[CH3:36]. (3) Given the product [F:13][C:14]1[CH:15]=[C:16]([CH2:17][O:12][C:3]2[C:2]([F:1])=[CH:7][C:6]([CH2:8][CH2:9][CH3:10])=[CH:5][C:4]=2[F:11])[CH:19]=[C:20]([F:22])[CH:21]=1, predict the reactants needed to synthesize it. The reactants are: [F:1][C:2]1[CH:7]=[C:6]([CH2:8][CH2:9][CH3:10])[CH:5]=[C:4]([F:11])[C:3]=1[OH:12].[F:13][C:14]1[CH:15]=[C:16]([CH:19]=[C:20]([F:22])[CH:21]=1)[CH2:17]O.C1(P(C2C=CC=CC=2)C2C=CC=CC=2)C=CC=CC=1.CC(OC(/N=N/C(OC(C)C)=O)=O)C. (4) Given the product [CH3:1][O:2][C:3]1[CH:4]=[C:5]([C:9]([NH:11][NH:12][C:14]([NH:13][C:28]2[CH:29]=[CH:30][C:25]([S:22]([N:16]3[CH2:17][CH2:18][CH2:19][CH2:20][CH2:21]3)(=[O:24])=[O:23])=[CH:26][CH:27]=2)=[S:15])=[O:10])[CH:6]=[CH:7][CH:8]=1, predict the reactants needed to synthesize it. The reactants are: [CH3:1][O:2][C:3]1[CH:4]=[C:5]([C:9]([NH:11][NH2:12])=[O:10])[CH:6]=[CH:7][CH:8]=1.[N-:13]=[C:14]=[S:15].[N:16]1([S:22]([C:25]2[CH:30]=[CH:29][CH:28]=[CH:27][CH:26]=2)(=[O:24])=[O:23])[CH2:21][CH2:20][CH2:19][CH2:18][CH2:17]1. (5) Given the product [NH2:1][C:2]1[C:3]2[CH:29]([CH3:30])[C:28](=[O:31])[N:27]([C:32]([O:34][C:35]([CH3:38])([CH3:37])[CH3:36])=[O:33])[C:4]=2[N:5]=[C:6]([C:8]2[C:16]3[C:11](=[CH:12][C:13]([Cl:17])=[CH:14][CH:15]=3)[N:10]([CH2:18][CH2:19][C:20]([F:26])([F:25])[C:21]([F:24])([F:23])[F:22])[N:9]=2)[N:7]=1, predict the reactants needed to synthesize it. The reactants are: [NH2:1][C:2]1[C:3]2[CH:29]([CH3:30])[C:28](=[O:31])[NH:27][C:4]=2[N:5]=[C:6]([C:8]2[C:16]3[C:11](=[CH:12][C:13]([Cl:17])=[CH:14][CH:15]=3)[N:10]([CH2:18][CH2:19][C:20]([F:26])([F:25])[C:21]([F:24])([F:23])[F:22])[N:9]=2)[N:7]=1.[C:32](O[C:32]([O:34][C:35]([CH3:38])([CH3:37])[CH3:36])=[O:33])([O:34][C:35]([CH3:38])([CH3:37])[CH3:36])=[O:33].[NH4+].[Cl-]. (6) Given the product [Cl:1][C:2]1[CH:3]=[CH:4][C:5]([O:35][C:36]([F:39])([F:37])[F:38])=[C:6]([C:8]2[C:13]([O:14][CH3:15])=[CH:12][N:11]([CH:16]([CH3:33])[C:17]([NH:19][C:20]3[CH:32]=[CH:31][C:23]([C:24]([OH:26])=[O:25])=[CH:22][CH:21]=3)=[O:18])[C:10](=[O:34])[CH:9]=2)[CH:7]=1, predict the reactants needed to synthesize it. The reactants are: [Cl:1][C:2]1[CH:3]=[CH:4][C:5]([O:35][C:36]([F:39])([F:38])[F:37])=[C:6]([C:8]2[C:13]([O:14][CH3:15])=[CH:12][N:11]([CH:16]([CH3:33])[C:17]([NH:19][C:20]3[CH:32]=[CH:31][C:23]([C:24]([O:26]C(C)(C)C)=[O:25])=[CH:22][CH:21]=3)=[O:18])[C:10](=[O:34])[CH:9]=2)[CH:7]=1.C(O)(C(F)(F)F)=O.